This data is from Full USPTO retrosynthesis dataset with 1.9M reactions from patents (1976-2016). The task is: Predict the reactants needed to synthesize the given product. (1) The reactants are: [NH:1]1[C:5]2[CH:6]=[CH:7][CH:8]=[CH:9][C:4]=2[N:3]=[C:2]1[NH:10][C:11]1[CH:16]=[CH:15][C:14]([C:17]2[CH:22]=[CH:21][C:20]([C:23]([C@@H:25]3[CH2:29][CH2:28][CH2:27][C@H:26]3[C:30]([O:32]C)=[O:31])=[O:24])=[CH:19][CH:18]=2)=[CH:13][C:12]=1[F:34].[OH-].[Na+]. Given the product [NH:1]1[C:5]2[CH:6]=[CH:7][CH:8]=[CH:9][C:4]=2[N:3]=[C:2]1[NH:10][C:11]1[CH:16]=[CH:15][C:14]([C:17]2[CH:22]=[CH:21][C:20]([C:23]([C@@H:25]3[CH2:29][CH2:28][CH2:27][C@H:26]3[C:30]([OH:32])=[O:31])=[O:24])=[CH:19][CH:18]=2)=[CH:13][C:12]=1[F:34], predict the reactants needed to synthesize it. (2) Given the product [CH2:19]([O:18][C:16]([C:14]1[CH:15]=[N:11][N:12]([CH2:2][C:3]2[CH:8]=[CH:7][C:6]([CH2:9][OH:10])=[CH:5][CH:4]=2)[CH:13]=1)=[O:17])[CH3:20], predict the reactants needed to synthesize it. The reactants are: Cl[CH2:2][C:3]1[CH:8]=[CH:7][C:6]([CH2:9][OH:10])=[CH:5][CH:4]=1.[NH:11]1[CH:15]=[C:14]([C:16]([O:18][CH2:19][CH3:20])=[O:17])[CH:13]=[N:12]1.C(=O)([O-])[O-].[K+].[K+]. (3) Given the product [Cl:1][C:2]1[CH:18]=[CH:17][C:5]2[CH2:6][CH2:7][N:8]([C:11](=[O:16])[C:12]([F:15])([F:14])[F:13])[CH2:9][CH2:10][C:4]=2[C:3]=1[N:35]1[CH2:36][CH:33]([C:27]2[CH:32]=[CH:31][CH:30]=[CH:29][CH:28]=2)[CH2:34]1, predict the reactants needed to synthesize it. The reactants are: [Cl:1][C:2]1[CH:18]=[CH:17][C:5]2[CH2:6][CH2:7][N:8]([C:11](=[O:16])[C:12]([F:15])([F:14])[F:13])[CH2:9][CH2:10][C:4]=2[C:3]=1OS(C(F)(F)F)(=O)=O.[C:27]1([CH:33]2[CH2:36][NH:35][CH2:34]2)[CH:32]=[CH:31][CH:30]=[CH:29][CH:28]=1.C1C=CC(P(C2C(C3C(P(C4C=CC=CC=4)C4C=CC=CC=4)=CC=C4C=3C=CC=C4)=C3C(C=CC=C3)=CC=2)C2C=CC=CC=2)=CC=1.C(=O)([O-])[O-].[Cs+].[Cs+]. (4) Given the product [C:21]([NH:25][C:26]1[CH:32]=[CH:31][C:29]([NH:30]/[C:4](=[C:11]2\[C:12](=[O:20])[NH:13][C:14]3[C:19]\2=[CH:18][CH:17]=[CH:16][CH:15]=3)/[C:5]2[CH:6]=[CH:7][CH:8]=[CH:9][CH:10]=2)=[CH:28][CH:27]=1)(=[O:24])[CH2:22][CH3:23], predict the reactants needed to synthesize it. The reactants are: C(O[C:4](=[C:11]1[C:19]2[C:14](=[CH:15][CH:16]=[CH:17][CH:18]=2)[NH:13][C:12]1=[O:20])[C:5]1[CH:10]=[CH:9][CH:8]=[CH:7][CH:6]=1)C.[C:21]([NH:25][C:26]1[CH:32]=[CH:31][C:29]([NH2:30])=[CH:28][CH:27]=1)(=[O:24])[CH2:22][CH3:23].